This data is from Peptide-MHC class I binding affinity with 185,985 pairs from IEDB/IMGT. The task is: Regression. Given a peptide amino acid sequence and an MHC pseudo amino acid sequence, predict their binding affinity value. This is MHC class I binding data. (1) The peptide sequence is WAQDAAMY. The MHC is HLA-B37:01 with pseudo-sequence HLA-B37:01. The binding affinity (normalized) is 0. (2) The peptide sequence is GLYIPGTSV. The MHC is HLA-A02:03 with pseudo-sequence HLA-A02:03. The binding affinity (normalized) is 0.740. (3) The binding affinity (normalized) is 0. The MHC is HLA-B51:01 with pseudo-sequence HLA-B51:01. The peptide sequence is VPGSETMCY. (4) The peptide sequence is IARLVYKAR. The MHC is HLA-A01:01 with pseudo-sequence HLA-A01:01. The binding affinity (normalized) is 0.0847. (5) The peptide sequence is MTIASVPTSRY. The MHC is HLA-A01:01 with pseudo-sequence HLA-A01:01. The binding affinity (normalized) is 0.296.